This data is from TCR-epitope binding with 47,182 pairs between 192 epitopes and 23,139 TCRs. The task is: Binary Classification. Given a T-cell receptor sequence (or CDR3 region) and an epitope sequence, predict whether binding occurs between them. (1) The epitope is RQLLFVVEV. The TCR CDR3 sequence is CASSSSRAQPQHF. Result: 1 (the TCR binds to the epitope). (2) The epitope is KRWIILGLNK. The TCR CDR3 sequence is CASSQVIADEQYF. Result: 0 (the TCR does not bind to the epitope).